This data is from Full USPTO retrosynthesis dataset with 1.9M reactions from patents (1976-2016). The task is: Predict the reactants needed to synthesize the given product. (1) Given the product [F:1][C:2]1[CH:7]=[CH:6][CH:5]=[C:4]([O:8][C:9]2[CH:10]=[N:11][C:12]3[C:17]([CH:18]=2)=[CH:16][CH:15]=[CH:14][C:13]=3[F:19])[C:3]=1[C:20](=[O:24])[C:21](=[O:23])[CH3:22], predict the reactants needed to synthesize it. The reactants are: [F:1][C:2]1[CH:7]=[CH:6][CH:5]=[C:4]([O:8][C:9]2[CH:10]=[N:11][C:12]3[C:17]([CH:18]=2)=[CH:16][CH:15]=[CH:14][C:13]=3[F:19])[C:3]=1[CH:20]([OH:24])[C:21](=[O:23])[CH3:22].CC(OI1(OC(C)=O)(OC(C)=O)OC(=O)C2C=CC=CC1=2)=O. (2) The reactants are: [Cl:1][C:2]1[C:3]([CH:30]=[O:31])=[CH:4][C:5]2[O:10][CH:9]([C:11]([N:13]3[CH2:18][CH2:17][C:16]([CH2:21][C:22]4[CH:27]=[CH:26][C:25]([F:28])=[CH:24][CH:23]=4)([C:19]#[N:20])[CH2:15][CH2:14]3)=[O:12])[CH2:8][NH:7][C:6]=2[CH:29]=1.[Na]. Given the product [CH2:21]([N:7]1[C:6]2[CH:29]=[C:2]([Cl:1])[C:3]([C:30]3[O:31][CH:8]=[N:7][CH:6]=3)=[CH:4][C:5]=2[O:10][CH:9]([C:11]([N:13]2[CH2:18][CH2:17][C:16]([CH2:21][C:22]3[CH:23]=[CH:24][C:25]([F:28])=[CH:26][CH:27]=3)([C:19]#[N:20])[CH2:15][CH2:14]2)=[O:12])[CH2:8]1)[C:22]1[CH:27]=[CH:26][CH:25]=[CH:24][CH:23]=1, predict the reactants needed to synthesize it. (3) Given the product [CH:25]1([S:22]([C:17]2[N:67]=[N:15][C:14]([NH:13][S:10]([CH2:9][C:4]3[CH:5]=[C:6]([Cl:8])[CH:7]=[C:2]([Cl:1])[CH:3]=3)(=[O:11])=[O:12])=[C:19]([O:20][CH3:21])[CH:18]=2)(=[O:24])=[O:23])[CH2:27][CH2:29][CH2:28][CH2:26]1, predict the reactants needed to synthesize it. The reactants are: [Cl:1][C:2]1[CH:3]=[C:4]([CH2:9][S:10]([NH:13][C:14]2[C:19]([O:20][CH3:21])=[CH:18][C:17]([S:22]([CH:25]([CH3:27])[CH3:26])(=[O:24])=[O:23])=C[N:15]=2)(=[O:12])=[O:11])[CH:5]=[C:6]([Cl:8])[CH:7]=1.[CH:28]1(SC2N=NC(NS(CC3C=C(Cl)C=C(Cl)C=3)(=O)=O)=C(OC)C=2)CCC[CH2:29]1.ClC1C=C(CS([NH:67]C2C(OC)=CC(SC(C)C)=CN=2)(=O)=O)C=C(Cl)C=1. (4) Given the product [CH3:23][N:24]([CH3:28])[CH2:25][CH2:26][NH:27][C:5]1[C:6]2[C:7](=[O:19])[C:8]3[C:13](=[C:12]([OH:17])[CH:11]=[CH:10][C:9]=3[OH:18])[C:14](=[O:16])[C:15]=2[C:2]([NH:27][CH2:26][CH2:25][N:24]([CH3:28])[CH3:23])=[C:3]([F:22])[C:4]=1[F:21], predict the reactants needed to synthesize it. The reactants are: F[C:2]1[C:15]2[C:14](=[O:16])[C:13]3[C:8](=[C:9]([OH:18])[CH:10]=[CH:11][C:12]=3[OH:17])[C:7](=[O:19])[C:6]=2[C:5](F)=[C:4]([F:21])[C:3]=1[F:22].[CH3:23][N:24]([CH3:28])[CH2:25][CH2:26][NH2:27]. (5) Given the product [ClH:1].[ClH:1].[CH3:3][O:4][CH2:5][CH2:6][C@@H:7]1[N:12]([CH3:28])[CH2:11][CH2:10][N:9]([C:13]2[C:22]3[CH:21]=[C:20]([CH3:23])[S:19][C:18]=3[NH:17][C:16]3[CH:24]=[CH:25][CH:26]=[CH:27][C:15]=3[N:14]=2)[CH2:8]1, predict the reactants needed to synthesize it. The reactants are: [ClH:1].Cl.[CH3:3][O:4][CH2:5][CH2:6][C@@H:7]1[NH:12][CH2:11][CH2:10][N:9]([C:13]2[C:22]3[CH:21]=[C:20]([CH3:23])[S:19][C:18]=3[NH:17][C:16]3[CH:24]=[CH:25][CH:26]=[CH:27][C:15]=3[N:14]=2)[CH2:8]1.[C:28]1(N)C(F)=C(F)C(F)=C(N)C=1F.Cl.Cl. (6) Given the product [C:42]([C:39]1[CH:40]=[CH:41][C:36]([C:33]2[CH:32]=[CH:31][C:30]([N:27]3[CH:28]=[CH:29][C:25]([C@@H:11]([C:12]([NH:14][C@H:15]([C:20]4[NH:24][CH:23]=[CH:22][N:21]=4)[CH2:16][CH:17]([CH3:19])[CH3:18])=[O:13])[CH2:10][C:9]([OH:44])=[O:8])=[CH:26]3)=[CH:35][CH:34]=2)=[CH:37][CH:38]=1)#[N:43], predict the reactants needed to synthesize it. The reactants are: C([O:8][C:9](=[O:44])[CH2:10][C@@H:11]([C:25]1[CH:29]=[CH:28][N:27]([C:30]2[CH:35]=[CH:34][C:33]([C:36]3[CH:41]=[CH:40][C:39]([C:42]#[N:43])=[CH:38][CH:37]=3)=[CH:32][CH:31]=2)[CH:26]=1)[C:12]([NH:14][C@H:15]([C:20]1[NH:21][CH:22]=[CH:23][N:24]=1)[CH2:16][CH:17]([CH3:19])[CH3:18])=[O:13])C1C=CC=CC=1.